Dataset: Peptide-MHC class I binding affinity with 185,985 pairs from IEDB/IMGT. Task: Regression. Given a peptide amino acid sequence and an MHC pseudo amino acid sequence, predict their binding affinity value. This is MHC class I binding data. (1) The peptide sequence is EQDGITYYL. The MHC is HLA-A02:19 with pseudo-sequence HLA-A02:19. The binding affinity (normalized) is 0.936. (2) The peptide sequence is KYAEAFQMV. The MHC is HLA-A80:01 with pseudo-sequence HLA-A80:01. The binding affinity (normalized) is 0.0847. (3) The peptide sequence is ATFSVPMEK. The MHC is HLA-A68:01 with pseudo-sequence HLA-A68:01. The binding affinity (normalized) is 0.949. (4) The binding affinity (normalized) is 0.0847. The peptide sequence is CSEVPQSGY. The MHC is HLA-A02:01 with pseudo-sequence HLA-A02:01. (5) The peptide sequence is KLKKKSAFY. The MHC is HLA-A69:01 with pseudo-sequence HLA-A69:01. The binding affinity (normalized) is 0.0847. (6) The peptide sequence is MTRVTNNVY. The MHC is HLA-B15:01 with pseudo-sequence HLA-B15:01. The binding affinity (normalized) is 0.554.